This data is from Catalyst prediction with 721,799 reactions and 888 catalyst types from USPTO. The task is: Predict which catalyst facilitates the given reaction. Reactant: Cl.Cl.Cl.[CH3:4][O:5][C:6]1[CH:7]=[C:8]([NH:18][C:19]2[S:20][C:21]3[CH2:22][NH:23][CH2:24][CH2:25][C:26]=3[N:27]=2)[CH:9]=[CH:10][C:11]=1[N:12]1[CH:16]=[C:15]([CH3:17])[N:14]=[CH:13]1.[F:28][C:29]1[CH:36]=[CH:35][C:32]([CH:33]=O)=[CH:31][CH:30]=1.C(O)(=O)C.C(O[BH-](OC(=O)C)OC(=O)C)(=O)C.[Na+].[OH-].[Na+]. Product: [F:28][C:29]1[CH:36]=[CH:35][C:32]([CH2:33][N:23]2[CH2:24][CH2:25][C:26]3[N:27]=[C:19]([NH:18][C:8]4[CH:9]=[CH:10][C:11]([N:12]5[CH:16]=[C:15]([CH3:17])[N:14]=[CH:13]5)=[C:6]([O:5][CH3:4])[CH:7]=4)[S:20][C:21]=3[CH2:22]2)=[CH:31][CH:30]=1. The catalyst class is: 7.